From a dataset of Forward reaction prediction with 1.9M reactions from USPTO patents (1976-2016). Predict the product of the given reaction. (1) The product is: [CH:1]([N:4]1[CH2:9][CH2:8][CH:7]([O:10][C:11]2[CH:19]=[CH:18][C:17]3[N:16]4[C@H:20]([CH3:25])[CH2:21][N:22]([CH2:29][C:30]5[CH:34]=[C:33]([CH3:35])[O:32][N:31]=5)[C:23](=[O:24])[C:15]4=[CH:14][C:13]=3[CH:12]=2)[CH2:6][CH2:5]1)([CH3:3])[CH3:2]. Given the reactants [CH:1]([N:4]1[CH2:9][CH2:8][CH:7]([O:10][C:11]2[CH:19]=[CH:18][C:17]3[N:16]4[C@H:20]([CH3:25])[CH2:21][NH:22][C:23](=[O:24])[C:15]4=[CH:14][C:13]=3[CH:12]=2)[CH2:6][CH2:5]1)([CH3:3])[CH3:2].[H-].[Na+].Br[CH2:29][C:30]1[CH:34]=[C:33]([CH3:35])[O:32][N:31]=1, predict the reaction product. (2) Given the reactants [CH2:1]1[C:13]2[NH:12][C:11]3[C:6](=[CH:7][CH:8]=[CH:9][CH:10]=3)[C:5]=2[CH2:4][CH2:3][N:2]1[C:14]([O:16][C:17]([CH3:20])([CH3:19])[CH3:18])=[O:15].Br[C:22]1[CH:27]=[CH:26][CH:25]=[CH:24][CH:23]=1.CC1(C)C2C(=C(P(C3C=CC=CC=3)C3C=CC=CC=3)C=CC=2)OC2C(P(C3C=CC=CC=3)C3C=CC=CC=3)=CC=CC1=2.C([O-])([O-])=O.[Cs+].[Cs+], predict the reaction product. The product is: [C:22]1([N:12]2[C:13]3[CH2:1][N:2]([C:14]([O:16][C:17]([CH3:20])([CH3:19])[CH3:18])=[O:15])[CH2:3][CH2:4][C:5]=3[C:6]3[C:11]2=[CH:10][CH:9]=[CH:8][CH:7]=3)[CH:27]=[CH:26][CH:25]=[CH:24][CH:23]=1. (3) Given the reactants O=P(Cl)(Cl)Cl.[Br:6][C:7]1[CH:8]=[C:9]2[C:13](=[CH:14][CH:15]=1)[NH:12][CH:11]=[CH:10]2.[OH-].[Na+].CN(C)[CH:20]=[O:21], predict the reaction product. The product is: [Br:6][C:7]1[CH:8]=[C:9]2[C:13](=[CH:14][CH:15]=1)[NH:12][CH:11]=[C:10]2[CH:20]=[O:21].